The task is: Predict which catalyst facilitates the given reaction.. This data is from Catalyst prediction with 721,799 reactions and 888 catalyst types from USPTO. (1) Reactant: [CH2:1]([O:3][C:4]([NH:6][CH2:7][C:8]1([CH2:14][C:15]([O:17][C:18]2[CH:23]=[CH:22][CH:21]=[C:20]([C@@:24]3([OH:34])[CH2:29][CH2:28][CH2:27][CH2:26][C@@H:25]3[CH2:30][N:31]([CH3:33])[CH3:32])[CH:19]=2)=[O:16])[CH2:13][CH2:12][CH2:11][CH2:10][CH2:9]1)=[O:5])[CH3:2].[C:35]([OH:47])(=[O:46])[CH2:36][C:37]([CH2:42][C:43]([OH:45])=[O:44])([C:39]([OH:41])=[O:40])[OH:38]. Product: [C:35]([OH:47])(=[O:46])[CH2:36][C:37]([CH2:42][C:43]([OH:45])=[O:44])([C:39]([OH:41])=[O:40])[OH:38].[CH2:1]([O:3][C:4]([NH:6][CH2:7][C:8]1([CH2:14][C:15]([O:17][C:18]2[CH:23]=[CH:22][CH:21]=[C:20]([C@@:24]3([OH:34])[CH2:29][CH2:28][CH2:27][CH2:26][C@@H:25]3[CH2:30][N:31]([CH3:32])[CH3:33])[CH:19]=2)=[O:16])[CH2:9][CH2:10][CH2:11][CH2:12][CH2:13]1)=[O:5])[CH3:2]. The catalyst class is: 21. (2) Reactant: [CH3:1][C:2]1[CH:6]=[C:5]([CH3:7])[NH:4][N:3]=1.C([O-])([O-])=O.[K+].[K+].Br[CH2:15][C:16]([O:18][CH2:19][CH3:20])=[O:17]. Product: [CH3:1][C:2]1[CH:6]=[C:5]([CH3:7])[N:4]([CH2:15][C:16]([O:18][CH2:19][CH3:20])=[O:17])[N:3]=1. The catalyst class is: 21. (3) Reactant: [Si:1]([O:8][C@H:9]1[CH2:14][C@@H:13](O)[CH:12]=[CH:11][C@@H:10]1[CH2:16][O:17][Si:18]([C:21]([CH3:24])([CH3:23])[CH3:22])([CH3:20])[CH3:19])([C:4]([CH3:7])([CH3:6])[CH3:5])([CH3:3])[CH3:2].[N:25]1[C:33]([NH2:34])=[C:32]2[C:28]([N:29]=[CH:30][NH:31]2)=[N:27][CH:26]=1.C1C=CC(P(C2C=CC=CC=2)C2C=CC=CC=2)=CC=1.CCOC(/N=N/C(OCC)=O)=O. Product: [Si:18]([O:17][C@H:16]1[CH2:14][C@H:13]([N:29]2[CH:30]=[N:31][C:32]3[C:28]2=[N:27][CH:26]=[N:25][C:33]=3[NH2:34])[CH:12]=[CH:11][C@@H:10]1[CH2:9][O:8][Si:1]([C:4]([CH3:7])([CH3:5])[CH3:6])([CH3:3])[CH3:2])([C:21]([CH3:22])([CH3:24])[CH3:23])([CH3:19])[CH3:20]. The catalyst class is: 12. (4) Reactant: [OH-:1].[K+].C(O)C[OH:5].[Br:7][C:8]1[CH:13]=[CH:12][C:11]([C:14]2([C:17]#N)[CH2:16][CH2:15]2)=[CH:10][CH:9]=1. Product: [Br:7][C:8]1[CH:13]=[CH:12][C:11]([C:14]2([C:17]([OH:5])=[O:1])[CH2:16][CH2:15]2)=[CH:10][CH:9]=1. The catalyst class is: 6. (5) Reactant: [F:1][C:2]1[CH:3]=[CH:4][C:5]2[S:9][C:8]3[CH2:10][CH2:11][CH:12]([C:14]([O:16]CC)=[O:15])[CH2:13][C:7]=3[C:6]=2[CH:19]=1.[OH-].[K+].Cl.O. Product: [F:1][C:2]1[CH:3]=[CH:4][C:5]2[S:9][C:8]3[CH2:10][CH2:11][CH:12]([C:14]([OH:16])=[O:15])[CH2:13][C:7]=3[C:6]=2[CH:19]=1. The catalyst class is: 14.